Dataset: Full USPTO retrosynthesis dataset with 1.9M reactions from patents (1976-2016). Task: Predict the reactants needed to synthesize the given product. (1) Given the product [CH2:1]([NH:8][C:9]1[C:18]2[C:17]([CH3:19])=[N:16][CH:15]=[N:14][C:13]=2[N:12]([O:20][CH2:21][C:22]2[CH:23]=[CH:24][CH:25]=[CH:26][CH:27]=2)[C:11](=[O:28])[CH:10]=1)[C:2]1[CH:7]=[CH:6][CH:5]=[CH:4][CH:3]=1, predict the reactants needed to synthesize it. The reactants are: [CH2:1]([NH:8][C:9]1[C:18]2[C:17]([CH3:19])=[N:16][CH:15]=[N:14][C:13]=2[N:12]([O:20][CH2:21][C:22]2[CH:27]=[CH:26][CH:25]=[CH:24][CH:23]=2)[C:11](=[O:28])[C:10]=1C(OCC)=O)[C:2]1[CH:7]=[CH:6][CH:5]=[CH:4][CH:3]=1.[OH-].[Na+]. (2) The reactants are: [Cl:1][C:2]1[CH:7]=[CH:6][C:5]([C:8]2[N:9]=[C:10]([C:13]([OH:15])=O)[S:11][CH:12]=2)=[CH:4][CH:3]=1.C1N=CN(C(N2C=NC=C2)=O)C=1.[NH2:28][CH2:29][C:30]1[CH:35]=[CH:34][N:33]=[CH:32][CH:31]=1.CO. Given the product [N:33]1[CH:34]=[CH:35][C:30]([CH2:29][NH:28][C:13]([C:10]2[S:11][CH:12]=[C:8]([C:5]3[CH:4]=[CH:3][C:2]([Cl:1])=[CH:7][CH:6]=3)[N:9]=2)=[O:15])=[CH:31][CH:32]=1, predict the reactants needed to synthesize it.